This data is from hERG potassium channel inhibition data for cardiac toxicity prediction from Karim et al.. The task is: Regression/Classification. Given a drug SMILES string, predict its toxicity properties. Task type varies by dataset: regression for continuous values (e.g., LD50, hERG inhibition percentage) or binary classification for toxic/non-toxic outcomes (e.g., AMES mutagenicity, cardiotoxicity, hepatotoxicity). Dataset: herg_karim. (1) The drug is Cc1nc2nc(N3CCN4CCC3CC4)oc2cc1Cl. The result is 0 (non-blocker). (2) The drug is CCCCCCCC[N+](CC)(CC)CC. The result is 1 (blocker).